From a dataset of Aqueous solubility values for 9,982 compounds from the AqSolDB database. Regression/Classification. Given a drug SMILES string, predict its absorption, distribution, metabolism, or excretion properties. Task type varies by dataset: regression for continuous measurements (e.g., permeability, clearance, half-life) or binary classification for categorical outcomes (e.g., BBB penetration, CYP inhibition). For this dataset (solubility_aqsoldb), we predict Y. (1) The molecule is C1CNCCN1.O=C(O)CC(O)(CC(=O)O)C(=O)O. The Y is 0.288 log mol/L. (2) The drug is CC1CCCC1. The Y is -3.30 log mol/L. (3) The drug is CC(CC(C)(C)C)CC(C)(C)CC(C)(C)C. The Y is -3.35 log mol/L. (4) The drug is S=C=Nc1ccc(I)cc1. The Y is -4.05 log mol/L.